Dataset: Forward reaction prediction with 1.9M reactions from USPTO patents (1976-2016). Task: Predict the product of the given reaction. (1) Given the reactants [O:1]=[S:2]1(=[O:27])[CH2:6][CH2:5][CH:4]([N:7]2[C:11]([NH2:12])=[C:10]([C:13]([O:15]N3C4=NC=CC=C4N=N3)=O)[C:9]([CH2:25][CH3:26])=[N:8]2)[CH2:3]1.Cl.[NH2:29][CH2:30][C:31]([C:33]1[CH:38]=[CH:37][CH:36]=[CH:35][CH:34]=1)=O.CCN(CC)CC, predict the reaction product. The product is: [O:27]=[S:2]1(=[O:1])[CH2:6][CH2:5][CH:4]([N:7]2[C:11]3[N:12]=[C:31]([C:33]4[CH:38]=[CH:37][CH:36]=[CH:35][CH:34]=4)[CH2:30][NH:29][C:13](=[O:15])[C:10]=3[C:9]([CH2:25][CH3:26])=[N:8]2)[CH2:3]1. (2) The product is: [C:30]([NH:33][NH:34][C:20](=[O:22])[C:19]1[CH:18]=[CH:17][C:16]([O:15][C:12]2[C:11]([CH3:25])=[N:10][N:9]([C:6]3[CH:7]=[CH:8][C:3]([C:1]#[N:2])=[C:4]([C:26]([F:27])([F:28])[F:29])[CH:5]=3)[C:13]=2[CH3:14])=[CH:24][CH:23]=1)(=[O:32])[CH3:31]. Given the reactants [C:1]([C:3]1[CH:8]=[CH:7][C:6]([N:9]2[C:13]([CH3:14])=[C:12]([O:15][C:16]3[CH:24]=[CH:23][C:19]([C:20]([OH:22])=O)=[CH:18][CH:17]=3)[C:11]([CH3:25])=[N:10]2)=[CH:5][C:4]=1[C:26]([F:29])([F:28])[F:27])#[N:2].[C:30]([NH:33][NH2:34])(=[O:32])[CH3:31], predict the reaction product. (3) Given the reactants Cl[C:2]1[NH:14][C:5]2=[N:6][CH:7]=[C:8]([C:10]([F:13])([F:12])[F:11])[CH:9]=[C:4]2[N:3]=1.[NH:15]1[CH2:20][CH2:19][C:18]2([C:28]3[C:23](=[CH:24][CH:25]=[CH:26][CH:27]=3)[C:22](=[O:29])[O:21]2)[CH2:17][CH2:16]1.O, predict the reaction product. The product is: [F:11][C:10]([F:13])([F:12])[C:8]1[CH:9]=[C:4]2[N:3]=[C:2]([N:15]3[CH2:20][CH2:19][C:18]4([C:28]5[C:23](=[CH:24][CH:25]=[CH:26][CH:27]=5)[C:22](=[O:29])[O:21]4)[CH2:17][CH2:16]3)[NH:14][C:5]2=[N:6][CH:7]=1. (4) Given the reactants [CH3:1][C:2]1[CH:7]=[CH:6][C:5]([S:8]([N:11]2[C:15]3[CH:16]=[CH:17][CH:18]=[C:19]([N+:20]([O-:22])=[O:21])[C:14]=3[NH:13][C:12]2=[O:23])(=[O:10])=[O:9])=[CH:4][CH:3]=1.C(=O)([O-])[O-].[K+].[K+].Br[CH2:31][C:32]([O:34][CH3:35])=[O:33].O, predict the reaction product. The product is: [CH3:1][C:2]1[CH:7]=[CH:6][C:5]([S:8]([N:11]2[C:15]3[CH:16]=[CH:17][CH:18]=[C:19]([N+:20]([O-:22])=[O:21])[C:14]=3[N:13]([CH2:31][C:32]([O:34][CH3:35])=[O:33])[C:12]2=[O:23])(=[O:10])=[O:9])=[CH:4][CH:3]=1. (5) Given the reactants [Cl:1][C:2]1[C:3]([CH2:12][N:13]2[C:17]([C:18](N(OC)C)=[O:19])=[CH:16][C:15]([O:24][CH:25]([CH3:27])[CH3:26])=[N:14]2)=[N:4][CH:5]=[C:6]([C:8]([F:11])([F:10])[F:9])[CH:7]=1.[H-].C([Al+]CC(C)C)C(C)C.CO.[C@H](O)(C([O-])=O)[C@@H](O)C([O-])=O.[Na+].[K+], predict the reaction product. The product is: [Cl:1][C:2]1[C:3]([CH2:12][N:13]2[C:17]([CH:18]=[O:19])=[CH:16][C:15]([O:24][CH:25]([CH3:27])[CH3:26])=[N:14]2)=[N:4][CH:5]=[C:6]([C:8]([F:11])([F:9])[F:10])[CH:7]=1. (6) Given the reactants [NH2:1][C@H:2]1[CH2:6][CH2:5][N:4]([C:7]2[C:12]([C:13]([O:15][CH:16]([CH3:18])[CH3:17])=[O:14])=[CH:11][CH:10]=[CH:9][N:8]=2)[CH2:3]1.Br[CH2:20][C:21]1[CH:26]=[CH:25][C:24]([CH2:27][CH3:28])=[CH:23][CH:22]=1.C([O-])([O-])=O.[K+].[K+], predict the reaction product. The product is: [CH2:27]([C:24]1[CH:25]=[CH:26][C:21]([CH2:20][NH:1][C@H:2]2[CH2:6][CH2:5][N:4]([C:7]3[C:12]([C:13]([O:15][CH:16]([CH3:18])[CH3:17])=[O:14])=[CH:11][CH:10]=[CH:9][N:8]=3)[CH2:3]2)=[CH:22][CH:23]=1)[CH3:28]. (7) Given the reactants [CH2:1]([C@H:8]1[C@@H:12]([C@H:13]2[CH2:17][C@@H:16]([OH:18])[CH2:15][N:14]2[C:19]([O:21][C:22]([CH3:25])([CH3:24])[CH3:23])=[O:20])[O:11][C:10]([CH3:27])([CH3:26])[N:9]1[C:28]([O:30][CH2:31][CH2:32][Si:33]([CH3:36])([CH3:35])[CH3:34])=[O:29])[C:2]1[CH:7]=[CH:6][CH:5]=[CH:4][CH:3]=1.[CH3:37]I.[H-].[Na+], predict the reaction product. The product is: [CH3:34][Si:33]([CH3:36])([CH3:35])[CH2:32][CH2:31][O:30][C:28]([N:9]1[C@@H:8]([CH2:1][C:2]2[CH:7]=[CH:6][CH:5]=[CH:4][CH:3]=2)[C@@H:12]([C@H:13]2[CH2:17][C@@H:16]([O:18][CH3:37])[CH2:15][N:14]2[C:19]([O:21][C:22]([CH3:23])([CH3:24])[CH3:25])=[O:20])[O:11][C:10]1([CH3:27])[CH3:26])=[O:29].